This data is from Forward reaction prediction with 1.9M reactions from USPTO patents (1976-2016). The task is: Predict the product of the given reaction. (1) The product is: [CH2:1]([O:3][C:4](=[O:19])[CH2:5][O:6][C:7]1[C:16]2[C:11](=[CH:12][CH:13]=[CH:14][CH:15]=2)[C:10]([N:17]([CH3:18])[CH:21]([C:23]2[C:24]([CH3:39])=[N:25][C:26]([C:29]3[CH:34]=[CH:33][C:32]([C:35]([F:38])([F:37])[F:36])=[CH:31][CH:30]=3)=[CH:27][CH:28]=2)[CH3:22])=[CH:9][CH:8]=1)[CH3:2]. Given the reactants [CH2:1]([O:3][C:4](=[O:19])[CH2:5][O:6][C:7]1[C:16]2[C:11](=[CH:12][CH:13]=[CH:14][CH:15]=2)[C:10]([NH:17][CH3:18])=[CH:9][CH:8]=1)[CH3:2].Cl[CH:21]([C:23]1[C:24]([CH3:39])=[N:25][C:26]([C:29]2[CH:34]=[CH:33][C:32]([C:35]([F:38])([F:37])[F:36])=[CH:31][CH:30]=2)=[CH:27][CH:28]=1)[CH3:22].[Na+].[I-].C1CCN2C(=NCCC2)CC1, predict the reaction product. (2) The product is: [NH2:26][C:14]1[N:13]=[C:12]([NH:1][CH2:2][CH2:3][CH2:4][N:5]2[CH2:9][CH2:8][CH2:7][C:6]2=[O:10])[CH:17]=[C:16]([C:18]2[CH:23]=[CH:22][CH:21]=[C:20]([CH3:24])[C:19]=2[CH3:25])[N:15]=1. Given the reactants [NH2:1][CH2:2][CH2:3][CH2:4][N:5]1[CH2:9][CH2:8][CH2:7][C:6]1=[O:10].Cl[C:12]1[CH:17]=[C:16]([C:18]2[CH:23]=[CH:22][CH:21]=[C:20]([CH3:24])[C:19]=2[CH3:25])[N:15]=[C:14]([NH2:26])[N:13]=1, predict the reaction product.